From a dataset of Catalyst prediction with 721,799 reactions and 888 catalyst types from USPTO. Predict which catalyst facilitates the given reaction. (1) Reactant: [C:1]1([C:29]2[CH:34]=[CH:33][CH:32]=[CH:31][CH:30]=2)[CH:6]=[CH:5][C:4]([N:7]2[C:19]3[CH:18]=[C:17]4[C:20]([CH3:28])([CH3:27])[C:21]5[C:26]([C:16]4=[CH:15][C:14]=3[C:13]3[C:8]2=[CH:9][CH:10]=[CH:11][CH:12]=3)=[CH:25][CH:24]=[CH:23][CH:22]=5)=[CH:3][CH:2]=1.[Br:35]N1C(=O)CCC1=O. Product: [C:1]1([C:29]2[CH:34]=[CH:33][CH:32]=[CH:31][CH:30]=2)[CH:2]=[CH:3][C:4]([N:7]2[C:19]3[CH:18]=[C:17]4[C:20]([CH3:27])([CH3:28])[C:21]5[C:26]([C:16]4=[CH:15][C:14]=3[C:13]3[C:8]2=[CH:9][CH:10]=[C:11]([Br:35])[CH:12]=3)=[CH:25][CH:24]=[CH:23][CH:22]=5)=[CH:5][CH:6]=1. The catalyst class is: 10. (2) Reactant: [CH2:1]([O:5][C:6]1[N:14]=[C:13]2[C:9]([N:10]=[C:11]([O:15][CH3:16])[NH:12]2)=[C:8]([NH2:17])[N:7]=1)[CH2:2][CH2:3][CH3:4].C(=O)([O-])[O-].[K+].[K+].Br[CH2:25][CH2:26][CH2:27][N:28]1[C:36](=[O:37])[C:35]2[C:30](=[CH:31][CH:32]=[CH:33][CH:34]=2)[C:29]1=[O:38]. Product: [NH2:17][C:8]1[N:7]=[C:6]([O:5][CH2:1][CH2:2][CH2:3][CH3:4])[N:14]=[C:13]2[C:9]=1[N:10]=[C:11]([O:15][CH3:16])[N:12]2[CH2:25][CH2:26][CH2:27][N:28]1[C:36](=[O:37])[C:35]2[C:30](=[CH:31][CH:32]=[CH:33][CH:34]=2)[C:29]1=[O:38]. The catalyst class is: 3. (3) Reactant: [CH:1]1([C:7]([NH2:9])=[O:8])[CH2:6][CH2:5][CH2:4][CH2:3][CH2:2]1.Cl[CH2:11][C:12](=O)[CH2:13][C:14]([O:16][CH2:17][CH3:18])=[O:15]. Product: [CH2:17]([O:16][C:14](=[O:15])[CH2:13][C:12]1[N:9]=[C:7]([CH:1]2[CH2:6][CH2:5][CH2:4][CH2:3][CH2:2]2)[O:8][CH:11]=1)[CH3:18]. The catalyst class is: 857. (4) Reactant: [CH3:1][O:2][C:3]1[CH:4]=[C:5]([CH:8]=[CH:9][C:10]=1[O:11][CH3:12])[CH2:6]O.S(Cl)([Cl:15])=O. Product: [CH3:1][O:2][C:3]1[CH:4]=[C:5]([CH:8]=[CH:9][C:10]=1[O:11][CH3:12])[CH2:6][Cl:15]. The catalyst class is: 11. (5) Reactant: [CH3:1][N:2]1[C:6]([C:7](=[N:14][O:15][CH2:16][C:17]2[N:22]=[C:21]([N:23]3C(=O)C4C(=CC=CC=4)C3=O)[CH:20]=[CH:19][CH:18]=2)[C:8]2[CH:13]=[CH:12][CH:11]=[CH:10][CH:9]=2)=[CH:5][N:4]=[CH:3]1.O.NN. Product: [CH3:1][N:2]1[C:6]([C:7](=[N:14][O:15][CH2:16][C:17]2[N:22]=[C:21]([NH2:23])[CH:20]=[CH:19][CH:18]=2)[C:8]2[CH:9]=[CH:10][CH:11]=[CH:12][CH:13]=2)=[CH:5][N:4]=[CH:3]1. The catalyst class is: 7. (6) Reactant: C[O:2][C:3](=[O:18])[C@@H:4]([CH3:17])[N:5]([C:10]1[CH:15]=[CH:14][C:13]([Cl:16])=[CH:12][CH:11]=1)[S:6]([CH3:9])(=[O:8])=[O:7].[Li+].[OH-]. Product: [CH3:9][S:6]([N:5]([C:10]1[CH:11]=[CH:12][C:13]([Cl:16])=[CH:14][CH:15]=1)[C@@H:4]([C:3]([OH:18])=[O:2])[CH3:17])(=[O:7])=[O:8]. The catalyst class is: 72.